From a dataset of CYP1A2 inhibition data for predicting drug metabolism from PubChem BioAssay. Regression/Classification. Given a drug SMILES string, predict its absorption, distribution, metabolism, or excretion properties. Task type varies by dataset: regression for continuous measurements (e.g., permeability, clearance, half-life) or binary classification for categorical outcomes (e.g., BBB penetration, CYP inhibition). Dataset: cyp1a2_veith. (1) The molecule is COCCn1c(=O)c(-c2cc(F)cc(F)c2)nc2cnc(Oc3ccccc3)nc21. The result is 1 (inhibitor). (2) The drug is O=C(O)C(Oc1nc(=S)[nH]c(=S)[nH]1)(c1ccc(Cl)cc1)c1ccc(Cl)cc1. The result is 0 (non-inhibitor).